From a dataset of Full USPTO retrosynthesis dataset with 1.9M reactions from patents (1976-2016). Predict the reactants needed to synthesize the given product. (1) The reactants are: C[O:2][C:3]([C:5]1[CH:10]=[CH:9][C:8]([C:11]([O:13][CH3:14])=[O:12])=[CH:7][N:6]=1)=O.[Cl-].[Cl-].[Ca+2].[BH4-].[Na+].[NH4+].[Cl-]. Given the product [OH:2][CH2:3][C:5]1[CH:10]=[CH:9][C:8]([C:11]([O:13][CH3:14])=[O:12])=[CH:7][N:6]=1, predict the reactants needed to synthesize it. (2) Given the product [CH3:1][C:2]1([CH3:23])[C:11]2[C:6](=[CH:7][CH:8]=[C:9]([C:12]([F:15])([F:13])[F:14])[CH:10]=2)[NH:5][CH:4]([C:16]2[CH:17]=[C:18]([NH:22][S:36]([C:30]3[CH:35]=[CH:34][CH:33]=[CH:32][CH:31]=3)(=[O:38])=[O:37])[CH:19]=[CH:20][CH:21]=2)[CH2:3]1, predict the reactants needed to synthesize it. The reactants are: [CH3:1][C:2]1([CH3:23])[C:11]2[C:6](=[CH:7][CH:8]=[C:9]([C:12]([F:15])([F:14])[F:13])[CH:10]=2)[NH:5][CH:4]([C:16]2[CH:17]=[C:18]([NH2:22])[CH:19]=[CH:20][CH:21]=2)[CH2:3]1.N1C=CC=CC=1.[C:30]1([S:36](Cl)(=[O:38])=[O:37])[CH:35]=[CH:34][CH:33]=[CH:32][CH:31]=1. (3) Given the product [F:26][C:27]1[CH:35]=[CH:34][C:30]([C:31]([NH:12][C:10]2[O:11][C:7]3[C:6]([C:13]4[CH:14]=[CH:15][CH:16]=[CH:17][CH:18]=4)=[CH:5][CH:4]=[C:3]([O:2][CH3:1])[C:8]=3[N:9]=2)=[O:32])=[CH:29][CH:28]=1, predict the reactants needed to synthesize it. The reactants are: [CH3:1][O:2][C:3]1[C:8]2[N:9]=[C:10]([NH2:12])[O:11][C:7]=2[C:6]([C:13]2[CH:18]=[CH:17][CH:16]=[CH:15][CH:14]=2)=[CH:5][CH:4]=1.C(N(CC)CC)C.[F:26][C:27]1[CH:35]=[CH:34][C:30]([C:31](Cl)=[O:32])=[CH:29][CH:28]=1. (4) Given the product [Cl:1][C:2]1[CH:3]=[C:4]2[C:5](=[CH:6][CH:7]=1)[NH:8][C:2]1[CH2:7][CH2:6][CH2:18][C:19](=[O:21])[C:3]2=1, predict the reactants needed to synthesize it. The reactants are: [Cl:1][C:2]1[CH:7]=[CH:6][C:5]([NH:8]N=C2CCCC(=O)C2)=[CH:4][CH:3]=1.F[C:18](F)(F)[C:19]([OH:21])=O.